This data is from Catalyst prediction with 721,799 reactions and 888 catalyst types from USPTO. The task is: Predict which catalyst facilitates the given reaction. (1) Reactant: [O:1]1[C:5]2[CH:6]=[CH:7][C:8]([C:10]3[O:14][C:13]([SH:15])=[N:12][N:11]=3)=[CH:9][C:4]=2[CH2:3][CH2:2]1.[F:16][C:17]1[CH:18]=[C:19]([CH:22]=[CH:23][CH:24]=1)[CH2:20]Cl.[OH-].[Na+]. Product: [O:1]1[C:5]2[CH:6]=[CH:7][C:8]([C:10]3[O:14][C:13]([S:15][CH2:20][C:19]4[CH:22]=[CH:23][CH:24]=[C:17]([F:16])[CH:18]=4)=[N:12][N:11]=3)=[CH:9][C:4]=2[CH2:3][CH2:2]1. The catalyst class is: 6. (2) Reactant: C(O[CH:4](OCC)[CH2:5][O:6][C:7]1[CH:12]=[C:11]([Br:13])[CH:10]=[CH:9][C:8]=1[O:14][CH3:15])C.[OH-].[Na+]. Product: [Br:13][C:11]1[C:12]2[CH:4]=[CH:5][O:6][C:7]=2[C:8]([O:14][CH3:15])=[CH:9][CH:10]=1. The catalyst class is: 159. (3) Reactant: [Cl:1][C:2]1[N:11]=[C:10]([N:12]2[CH2:16][CH2:15][C@H:14]([NH:17][C:18](=[O:20])[CH3:19])[CH2:13]2)[C:9]2[CH2:8][CH2:7][CH2:6][CH2:5][C:4]=2[N:3]=1.[N+:21]([C:24]1[CH:29]=[C:28]([NH2:30])[CH:27]=[CH:26][C:25]=1[NH2:31])([O-:23])=[O:22]. Product: [ClH:1].[NH2:31][C:25]1[CH:26]=[CH:27][C:28]([NH:30][C:2]2[N:11]=[C:10]([N:12]3[CH2:16][CH2:15][C@H:14]([NH:17][C:18](=[O:20])[CH3:19])[CH2:13]3)[C:9]3[CH2:8][CH2:7][CH2:6][CH2:5][C:4]=3[N:3]=2)=[CH:29][C:24]=1[N+:21]([O-:23])=[O:22]. The catalyst class is: 51. (4) Reactant: [CH3:1][Si](C=[N+]=[N-])(C)C.[NH2:8][C:9]1[CH:17]=[CH:16][CH:15]=[C:14]([Cl:18])[C:10]=1[C:11]([OH:13])=[O:12].C1C=CC=CC=1. Product: [NH2:8][C:9]1[CH:17]=[CH:16][CH:15]=[C:14]([Cl:18])[C:10]=1[C:11]([O:13][CH3:1])=[O:12]. The catalyst class is: 5. (5) Reactant: [C:1](#[N:9])[C:2]1[C:3](=[CH:5][CH:6]=[CH:7][CH:8]=1)[NH2:4].CO[CH:12]1[CH2:16][CH2:15][CH:14](OC)O1.O. Product: [N:4]1([C:3]2[CH:5]=[CH:6][CH:7]=[CH:8][C:2]=2[C:1]#[N:9])[CH:12]=[CH:16][CH:15]=[CH:14]1. The catalyst class is: 15. (6) Reactant: C(N(CC)CC)C.[Cl:8][C:9]1[CH:14]=[CH:13][N:12]=[C:11]([NH2:15])[CH:10]=1.[CH3:16][C:17]([CH3:22])([CH3:21])[C:18](Cl)=[O:19]. Product: [Cl:8][C:9]1[CH:14]=[CH:13][N:12]=[C:11]([NH:15][C:18](=[O:19])[C:17]([CH3:22])([CH3:21])[CH3:16])[CH:10]=1. The catalyst class is: 4. (7) Reactant: [C:1]([C:3]1[C:8]([CH3:9])=[CH:7][CH:6]=[CH:5][C:4]=1[S:10]([NH2:13])(=[O:12])=[O:11])#[N:2].[OH-].[Na+].[CH2:16]([O:23][C:24](Cl)=[O:25])[C:17]1[CH:22]=[CH:21][CH:20]=[CH:19][CH:18]=1. Product: [CH2:16]([O:23][C:24]([NH:13][S:10]([C:4]1[CH:5]=[CH:6][CH:7]=[C:8]([CH3:9])[C:3]=1[C:1]#[N:2])(=[O:12])=[O:11])=[O:25])[C:17]1[CH:22]=[CH:21][CH:20]=[CH:19][CH:18]=1. The catalyst class is: 21.